Dataset: HIV replication inhibition screening data with 41,000+ compounds from the AIDS Antiviral Screen. Task: Binary Classification. Given a drug SMILES string, predict its activity (active/inactive) in a high-throughput screening assay against a specified biological target. (1) The compound is Cc1nn(C(=O)Cc2ccccc2)c2c1C(c1ccc([N+](=O)[O-])cc1)SC(=N)N2. The result is 1 (active). (2) The molecule is CC(C)CCCC(C)C1CCC2C3CCC4Nc5[nH]ncc5CC4(C)C3CCC12C. The result is 0 (inactive). (3) The result is 0 (inactive). The drug is CC(C)N1C(=O)NC2C1NC(=O)N2C(C)C.CC(C)N1C(=O)NC2NC(=O)N(C(C)C)C21. (4) The compound is CC(=O)N(C(C)=O)c1cc2c3c(c1)CCCN3CCC2. The result is 0 (inactive). (5) The molecule is Cc1c2oc3c(C)ccc(C(=O)NC4C(=O)NC(C(C)C)C(=O)N5CCCC5C(=O)N(C)CC(=O)N(C)C(C(C)C)C(=O)OC4C)c3nc-2c(C(=O)NC2C(=O)NC(C(C)C)C(=O)N3CCCC3C(=O)N(C)CC(=O)N(C)C(C(C)C)C(=O)OC2C)c(N)c1=O. The result is 0 (inactive). (6) The result is 0 (inactive). The drug is CNc1ncnc2c1ncn2C1C=CC(COS(N)(=O)=O)C1. (7) The drug is CCOC(=O)C1=CC(C)(C(=O)OCC)Nc2c(O)nc(SC)nc2N1. The result is 0 (inactive). (8) The molecule is C=CCCC(=O)C(=[N+]=[N-])C(=O)CCC(=O)c1ccccc1. The result is 0 (inactive). (9) The result is 0 (inactive). The molecule is CCOC(=O)CCC(NC(=O)c1nc[nH]c1[N+](=O)[O-])C(=O)OCC.